Dataset: Reaction yield outcomes from USPTO patents with 853,638 reactions. Task: Predict the reaction yield, written as a fraction of the theoretical maximum amount of product (1.0 means a 100% yield; for example, 0.34 means a 34% yield). (1) The reactants are C[Al](C)C.[CH3:5][O:6][C:7]1[CH:8]=[C:9]([CH2:15][CH2:16][C:17]2[CH:18]=[C:19]([NH2:22])[NH:20][N:21]=2)[CH:10]=[C:11]([O:13][CH3:14])[CH:12]=1.[CH3:23][N:24]1[CH2:29][CH2:28][N:27]([C:30]2[N:35]=[CH:34][C:33]([C:36](OC)=[O:37])=[CH:32][N:31]=2)[CH2:26][C:25]1=[O:40].Cl. The catalyst is C1(C)C=CC=CC=1.CO. The product is [CH3:14][O:13][C:11]1[CH:10]=[C:9]([CH2:15][CH2:16][C:17]2[CH:18]=[C:19]([NH:22][C:36]([C:33]3[CH:32]=[N:31][C:30]([N:27]4[CH2:28][CH2:29][N:24]([CH3:23])[C:25](=[O:40])[CH2:26]4)=[N:35][CH:34]=3)=[O:37])[NH:20][N:21]=2)[CH:8]=[C:7]([O:6][CH3:5])[CH:12]=1. The yield is 0.450. (2) The reactants are Cl[CH2:2][CH2:3][CH2:4][N:5]1[C:10]2[CH:11]=[CH:12][CH:13]=[CH:14][C:9]=2[O:8][CH2:7][C:6]1=[O:15].C([O-])([O-])=O.[K+].[K+].[Na+].[I-].[CH2:24]([O:27][CH:28]1[CH2:33][CH2:32][NH:31][CH2:30][CH2:29]1)[CH2:25][CH3:26]. The catalyst is CCCCCCC.CCOC(C)=O. The product is [CH2:24]([O:27][CH:28]1[CH2:33][CH2:32][N:31]([CH2:2][CH2:3][CH2:4][N:5]2[C:10]3[CH:11]=[CH:12][CH:13]=[CH:14][C:9]=3[O:8][CH2:7][C:6]2=[O:15])[CH2:30][CH2:29]1)[CH2:25][CH3:26]. The yield is 0.760. (3) The reactants are [CH2:1]([NH:3][C:4]([NH:6][C:7]1[CH:12]=[CH:11][C:10]([C:13]2[N:14]=[C:15]([N:22]3[CH2:27][CH2:26][O:25][CH2:24][C@@H:23]3[CH3:28])[C:16]3[CH2:21][NH:20][CH2:19][C:17]=3[N:18]=2)=[CH:9][CH:8]=1)=[O:5])[CH3:2].C(N(CC)CC)C.[C:36](Cl)(=[O:38])[CH3:37]. The catalyst is C(Cl)Cl. The product is [C:36]([N:20]1[CH2:21][C:16]2[C:15]([N:22]3[CH2:27][CH2:26][O:25][CH2:24][C@@H:23]3[CH3:28])=[N:14][C:13]([C:10]3[CH:11]=[CH:12][C:7]([NH:6][C:4]([NH:3][CH2:1][CH3:2])=[O:5])=[CH:8][CH:9]=3)=[N:18][C:17]=2[CH2:19]1)(=[O:38])[CH3:37]. The yield is 0.0900. (4) The reactants are Cl.[CH:2]12[CH2:20][CH:5]([CH:6]([NH:8][C:9]([C:11]3[C:19]4[C:14](=[CH:15][CH:16]=[CH:17][CH:18]=4)[NH:13][N:12]=3)=[O:10])[CH2:7]1)[CH2:4][NH:3]2.[CH2:21]1[CH:23]([CH:24](O)C#N)[CH2:22]1.C(N(CC)C(C)C)(C)C.C(O)(=O)C.C(O[BH-](OC(=O)C)OC(=O)C)(=O)C.[Na+]. The catalyst is O. The product is [CH:23]1([CH2:24][N:3]2[CH2:4][CH:5]3[CH2:20][CH:2]2[CH2:7][CH:6]3[NH:8][C:9]([C:11]2[C:19]3[C:14](=[CH:15][CH:16]=[CH:17][CH:18]=3)[NH:13][N:12]=2)=[O:10])[CH2:21][CH2:22]1. The yield is 0.500. (5) The reactants are C[O:2][CH:3](OC)[CH2:4][C:5]([CH3:20])([C:14]1[CH:19]=[CH:18][CH:17]=[CH:16][CH:15]=1)[C:6]([CH:8]1[CH2:13][CH2:12][CH2:11][CH2:10][CH2:9]1)=[O:7].Cl. The catalyst is CC(C)=O. The product is [CH:8]1([C:6](=[O:7])[C:5]([CH3:20])([C:14]2[CH:15]=[CH:16][CH:17]=[CH:18][CH:19]=2)[CH2:4][CH:3]=[O:2])[CH2:13][CH2:12][CH2:11][CH2:10][CH2:9]1. The yield is 0.977. (6) The reactants are Br[C:2]1[CH:3]=[C:4]([S:8](Cl)(=[O:10])=[O:9])[CH:5]=[N:6][CH:7]=1.[CH2:12]([OH:19])[C:13]([NH2:18])([CH2:16][OH:17])[CH2:14][OH:15].[C:20]([C:22]1[CH:23]=[N:24][N:25]2[C:30]([C:31]([F:34])([F:33])[F:32])=[CH:29][C:28]([C:35]3[CH:40]=[CH:39][C:38]([C:41]([F:44])([F:43])[F:42])=[CH:37][CH:36]=3)=[N:27][C:26]=12)#[CH:21].C(N(CC)CC)C.C1C=CC(P(C2C=CC=CC=2)C2C=CC=CC=2)=CC=1. The catalyst is CN(C=O)C.C1C=CC(P(C2C=CC=CC=2)C2C=CC=CC=2)=CC=1.C1C=CC(P(C2C=CC=CC=2)C2C=CC=CC=2)=CC=1.Cl[Pd]Cl. The product is [OH:19][CH2:12][C:13]([NH:18][S:8]([C:4]1[CH:5]=[N:6][CH:7]=[C:2]([C:21]#[C:20][C:22]2[CH:23]=[N:24][N:25]3[C:30]([C:31]([F:32])([F:34])[F:33])=[CH:29][C:28]([C:35]4[CH:40]=[CH:39][C:38]([C:41]([F:44])([F:42])[F:43])=[CH:37][CH:36]=4)=[N:27][C:26]=23)[CH:3]=1)(=[O:10])=[O:9])([CH2:16][OH:17])[CH2:14][OH:15]. The yield is 0.100. (7) The reactants are Cl.[CH3:2][O:3][CH2:4][C@@H:5]1[CH2:10][CH2:9][CH2:8][NH:7][CH2:6]1.C([O-])(=O)C.[Na+].C(O)(=O)C.[Cl:20][CH2:21][C:22](Cl)=[O:23].C(=O)([O-])O.[Na+]. The catalyst is O1CCCC1. The product is [CH3:2][O:3][CH2:4][C@@H:5]1[CH2:10][CH2:9][CH2:8][N:7]([C:22](=[O:23])[CH2:21][Cl:20])[CH2:6]1. The yield is 0.800. (8) The reactants are [F:1][C:2]1[CH:10]=[C:9]([OH:11])[CH:8]=[CH:7][C:3]=1[C:4]([OH:6])=[O:5].S(=O)(=O)(O)O.[CH3:17]O. No catalyst specified. The product is [F:1][C:2]1[CH:10]=[C:9]([OH:11])[CH:8]=[CH:7][C:3]=1[C:4]([O:6][CH3:17])=[O:5]. The yield is 0.940. (9) The reactants are [H-].[Na+].[Cl:3][C:4]1[CH:9]=[CH:8][C:7]([CH:10]([NH:14][C:15](=[O:21])[O:16][C:17]([CH3:20])([CH3:19])[CH3:18])[CH2:11][CH2:12][OH:13])=[CH:6][CH:5]=1.[CH3:22]I. The catalyst is C1COCC1. The product is [Cl:3][C:4]1[CH:9]=[CH:8][C:7]([CH:10]([NH:14][C:15](=[O:21])[O:16][C:17]([CH3:18])([CH3:20])[CH3:19])[CH2:11][CH2:12][O:13][CH3:22])=[CH:6][CH:5]=1. The yield is 0.381.